The task is: Predict the reaction yield, written as a fraction of the theoretical maximum amount of product (1.0 means a 100% yield; for example, 0.34 means a 34% yield).. This data is from Reaction yield outcomes from USPTO patents with 853,638 reactions. (1) The reactants are O[Li].O.C[O:5][C:6](=[O:41])[C:7]1[CH:12]=[CH:11][CH:10]=[C:9]([C:13]2[CH:17]=[C:16]([C:18](=[O:40])[NH:19][CH2:20][C:21](=[O:39])[N:22]3[CH2:27][CH2:26][CH:25]([O:28][C:29]4[CH:34]=[CH:33][CH:32]=[C:31]([C:35]([F:38])([F:37])[F:36])[CH:30]=4)[CH2:24][CH2:23]3)[NH:15][N:14]=2)[CH:8]=1.C(C1C=C(C=CC=1)C(OC)=O)(=O)C.N1C=CC=N1. The catalyst is C1COCC1.CO.O. The product is [O:39]=[C:21]([N:22]1[CH2:23][CH2:24][CH:25]([O:28][C:29]2[CH:34]=[CH:33][CH:32]=[C:31]([C:35]([F:36])([F:37])[F:38])[CH:30]=2)[CH2:26][CH2:27]1)[CH2:20][NH:19][C:18]([C:16]1[CH:17]=[C:13]([C:9]2[CH:8]=[C:7]([CH:12]=[CH:11][CH:10]=2)[C:6]([OH:41])=[O:5])[NH:14][N:15]=1)=[O:40]. The yield is 0.381. (2) The reactants are [CH:1]1([C:7]2([CH3:14])[C:11](=[O:12])[NH:10][N:9]=[C:8]2[CH3:13])[CH2:6][CH2:5][CH2:4][CH2:3][CH2:2]1.Br.Br[CH2:17][C:18]([C:20]1[CH:21]=[N:22][CH:23]=[CH:24][CH:25]=1)=[O:19]. No catalyst specified. The product is [CH:1]1([C:7]2([CH3:14])[C:11](=[O:12])[N:10]([CH2:17][C:18](=[O:19])[C:20]3[CH:21]=[N:22][CH:23]=[CH:24][CH:25]=3)[N:9]=[C:8]2[CH3:13])[CH2:2][CH2:3][CH2:4][CH2:5][CH2:6]1. The yield is 0.270. (3) The reactants are C[O:2][C:3]([C:5]1[CH:10]=[C:9]([NH:11][CH2:12][CH2:13][C:14]2[CH:19]=[CH:18][C:17]([O:20][CH3:21])=[CH:16][CH:15]=2)[N:8]=[C:7](Cl)[N:6]=1)=[O:4].[CH3:23][O-:24].[Na+]. The catalyst is CO. The product is [CH3:23][O:24][C:7]1[N:6]=[C:5]([C:3]([OH:2])=[O:4])[CH:10]=[C:9]([NH:11][CH2:12][CH2:13][C:14]2[CH:19]=[CH:18][C:17]([O:20][CH3:21])=[CH:16][CH:15]=2)[N:8]=1. The yield is 0.640. (4) The reactants are [NH2:1][C@:2]12[CH2:37][CH2:36][C@@H:35]([C:38]([CH3:40])=[CH2:39])[C@@H:3]1[C@@H:4]1[C@@:17]([CH3:20])([CH2:18][CH2:19]2)[C@@:16]2([CH3:21])[C@@H:7]([C@:8]3([CH3:34])[C@@H:13]([CH2:14][CH2:15]2)[C:12]([CH3:23])([CH3:22])[C:11]([C:24]2[CH:33]=[CH:32][C:27]([C:28]([O:30][CH3:31])=[O:29])=[CH:26][CH:25]=2)=[CH:10][CH2:9]3)[CH2:6][CH2:5]1.[Si:41]([O:48][CH2:49][CH:50]=O)([C:44]([CH3:47])([CH3:46])[CH3:45])([CH3:43])[CH3:42].C(O[BH-](OC(=O)C)OC(=O)C)(=O)C.[Na+]. The catalyst is ClCCCl.C([O-])(O)=O.[Na+].CC(C)[O-].[Ti+4].CC(C)[O-].CC(C)[O-].CC(C)[O-]. The product is [Si:41]([O:48][CH2:49][CH2:50][NH:1][C@:2]12[CH2:37][CH2:36][C@@H:35]([C:38]([CH3:40])=[CH2:39])[C@@H:3]1[C@@H:4]1[C@@:17]([CH3:20])([CH2:18][CH2:19]2)[C@@:16]2([CH3:21])[C@@H:7]([C@:8]3([CH3:34])[C@@H:13]([CH2:14][CH2:15]2)[C:12]([CH3:22])([CH3:23])[C:11]([C:24]2[CH:25]=[CH:26][C:27]([C:28]([O:30][CH3:31])=[O:29])=[CH:32][CH:33]=2)=[CH:10][CH2:9]3)[CH2:6][CH2:5]1)([C:44]([CH3:47])([CH3:46])[CH3:45])([CH3:43])[CH3:42]. The yield is 0.545. (5) The reactants are [CH3:1][C:2]1[N:3]=[C:4]2[CH:12]=[CH:11][CH:10]=[C:9]3[N:5]2[C:6]=1[C:7](=[O:27])[N:8]3[CH2:13][CH2:14][CH2:15][N:16]1C(=O)C2=CC=CC=C2C1=O.O.NN. The catalyst is C(O)C. The product is [NH2:16][CH2:15][CH2:14][CH2:13][N:8]1[C:9]2[N:5]3[C:4](=[N:3][C:2]([CH3:1])=[C:6]3[C:7]1=[O:27])[CH:12]=[CH:11][CH:10]=2. The yield is 0.758. (6) The yield is 0.630. The catalyst is CC(C)=O. The product is [Br-:7].[Br-:7].[N+:1]1([N+:10]2[CH:11]=[CH:12][CH:13]=[CH:14][CH:9]=2)[CH:6]=[CH:5][CH:4]=[CH:3][CH:2]=1. The reactants are [N:1]1[CH:6]=[CH:5][CH:4]=[CH:3][CH:2]=1.[Br:7]C[C:9]1[NH:10][C:11](CBr)=[C:12](C(OCCCCCCCCCC)=O)[CH:13](C2C=CC=CC=2)[C:14]=1C(OCCCCCCCCCC)=O. (7) The reactants are [Cl:1][C:2]1[CH:7]=[C:6]([F:8])[CH:5]=[CH:4][C:3]=1[NH:9][S:10]([CH:13]1[C:18]([C:19]([O:21][CH2:22][CH3:23])=[O:20])=[CH:17][C:16](=[O:24])[CH2:15][CH2:14]1)(=[O:12])=[O:11].Br[CH2:26]Br.C([Li])CCC.CCCCCC.[Cl-].[NH4+]. The catalyst is O1CCCC1. The product is [Cl:1][C:2]1[CH:7]=[C:6]([F:8])[CH:5]=[CH:4][C:3]=1[NH:9][S:10]([CH:13]1[CH2:14][CH2:15][C:16]2([O:24][CH2:26]2)[CH:17]=[C:18]1[C:19]([O:21][CH2:22][CH3:23])=[O:20])(=[O:12])=[O:11]. The yield is 0.140. (8) The reactants are Cl[C:2]1[N:7]=[C:6]([O:8][CH3:9])[C:5]([N+:10]([O-:12])=[O:11])=[C:4]([O:13][CH3:14])[N:3]=1.C(N(CC)CC)C.[C:22]([O:26][C:27]([N:29]1[CH2:33][CH2:32][CH2:31][CH:30]1[CH2:34][NH2:35])=[O:28])([CH3:25])([CH3:24])[CH3:23]. The catalyst is C(O)C. The product is [C:22]([O:26][C:27]([N:29]1[CH2:33][CH2:32][CH2:31][CH:30]1[CH2:34][NH:35][C:2]1[N:7]=[C:6]([O:8][CH3:9])[C:5]([N+:10]([O-:12])=[O:11])=[C:4]([O:13][CH3:14])[N:3]=1)=[O:28])([CH3:25])([CH3:24])[CH3:23]. The yield is 1.00. (9) The reactants are Br[C:2]1[CH:7]=[CH:6][C:5]([C:8]([C:19]2[CH:24]=[CH:23][CH:22]=[CH:21][CH:20]=2)=[C:9]2[CH2:14][C:13]([CH3:16])([CH3:15])[CH2:12][C:11]([CH3:18])([CH3:17])[CH2:10]2)=[CH:4][CH:3]=1.[CH3:25][N:26]1[CH:30]=[C:29](B2OC(C)(C)C(C)(C)O2)[CH:28]=[N:27]1.C([O-])([O-])=O.[Na+].[Na+]. The catalyst is C1C=CC([P]([Pd]([P](C2C=CC=CC=2)(C2C=CC=CC=2)C2C=CC=CC=2)([P](C2C=CC=CC=2)(C2C=CC=CC=2)C2C=CC=CC=2)[P](C2C=CC=CC=2)(C2C=CC=CC=2)C2C=CC=CC=2)(C2C=CC=CC=2)C2C=CC=CC=2)=CC=1.C1COCC1. The product is [CH3:25][N:26]1[CH:30]=[C:29]([C:2]2[CH:3]=[CH:4][C:5]([C:8]([C:19]3[CH:20]=[CH:21][CH:22]=[CH:23][CH:24]=3)=[C:9]3[CH2:14][C:13]([CH3:16])([CH3:15])[CH2:12][C:11]([CH3:17])([CH3:18])[CH2:10]3)=[CH:6][CH:7]=2)[CH:28]=[N:27]1. The yield is 0.880. (10) The reactants are [CH2:1]([C:5]1[N:6]=[C:7]([CH3:27])[NH:8][C:9](=[O:26])[C:10]=1[CH2:11][C:12]1[CH:17]=[CH:16][C:15]([C:18]2[C:19]([C:24]#[N:25])=[CH:20][CH:21]=[CH:22][CH:23]=2)=[CH:14][CH:13]=1)[CH2:2][CH2:3][CH3:4].[H-].[Na+].Br[CH2:31][C:32]1[C:37]([Cl:38])=[CH:36][CH:35]=[CH:34][C:33]=1[Cl:39].[Cl-].O[NH3+:42].[C:43](=[O:46])([O-])[OH:44].[Na+]. The catalyst is C(OCC)(=O)C.CS(C)=O.CN(C)C=O. The product is [CH2:1]([C:5]1[N:6]=[C:7]([CH3:27])[N:8]([CH2:31][C:32]2[C:37]([Cl:38])=[CH:36][CH:35]=[CH:34][C:33]=2[Cl:39])[C:9](=[O:26])[C:10]=1[CH2:11][C:12]1[CH:17]=[CH:16][C:15]([C:18]2[CH:23]=[CH:22][CH:21]=[CH:20][C:19]=2[C:24]2[NH:42][C:43](=[O:46])[O:44][N:25]=2)=[CH:14][CH:13]=1)[CH2:2][CH2:3][CH3:4]. The yield is 0.0300.